Dataset: Catalyst prediction with 721,799 reactions and 888 catalyst types from USPTO. Task: Predict which catalyst facilitates the given reaction. (1) Reactant: [OH:1][C:2]([C:12]1[CH:17]=[CH:16][CH:15]=[CH:14][CH:13]=1)([C:6]1[CH:11]=[CH:10][CH:9]=[CH:8][CH:7]=1)[C:3]([OH:5])=O.C(N1C=CN=C1)(N1C=CN=C1)=O.[NH2:30][CH2:31][CH2:32][CH2:33][N:34]1[CH2:39][CH2:38][CH:37]([C:40]2[CH:41]=[C:42]([NH:47][C:48](=[O:52])[CH:49]([CH3:51])[CH3:50])[CH:43]=[CH:44][C:45]=2[CH3:46])[CH2:36][CH2:35]1. Product: [OH:1][C:2]([C:12]1[CH:17]=[CH:16][CH:15]=[CH:14][CH:13]=1)([C:6]1[CH:11]=[CH:10][CH:9]=[CH:8][CH:7]=1)[C:3]([NH:30][CH2:31][CH2:32][CH2:33][N:34]1[CH2:39][CH2:38][CH:37]([C:40]2[CH:41]=[C:42]([NH:47][C:48](=[O:52])[CH:49]([CH3:50])[CH3:51])[CH:43]=[CH:44][C:45]=2[CH3:46])[CH2:36][CH2:35]1)=[O:5]. The catalyst class is: 2. (2) Reactant: [NH2:1][C:2]1[CH:7]=[CH:6][C:5]([C:8]2[O:12][C:11]([C:13]([N:15]3[CH2:21][CH:20]4[N:22]([CH3:23])[CH:17]([CH2:18][CH2:19]4)[CH2:16]3)=[O:14])=[CH:10][CH:9]=2)=[CH:4][CH:3]=1.[CH2:24]([N:26]=[C:27]=[O:28])[CH3:25].[OH-].[Na+]. Product: [CH2:24]([NH:26][C:27]([NH:1][C:2]1[CH:7]=[CH:6][C:5]([C:8]2[O:12][C:11]([C:13]([N:15]3[CH2:21][CH:20]4[N:22]([CH3:23])[CH:17]([CH2:18][CH2:19]4)[CH2:16]3)=[O:14])=[CH:10][CH:9]=2)=[CH:4][CH:3]=1)=[O:28])[CH3:25]. The catalyst class is: 5.